Dataset: Catalyst prediction with 721,799 reactions and 888 catalyst types from USPTO. Task: Predict which catalyst facilitates the given reaction. (1) Reactant: C(OC(=O)[NH:7][C:8]1[CH:13]=[CH:12][C:11]([CH2:14][C:15](=[O:38])[NH:16][C:17]2[C:18](=[O:37])[N:19]([CH2:29][C:30]3[CH:35]=[CH:34][CH:33]=[CH:32][C:31]=3[F:36])[C:20](=[O:28])[N:21]([CH2:24][CH:25]3[CH2:27][CH2:26]3)[C:22]=2[NH2:23])=[CH:10][CH:9]=1)(C)(C)C.[ClH:40]. Product: [ClH:40].[NH2:23][C:22]1[N:21]([CH2:24][CH:25]2[CH2:27][CH2:26]2)[C:20](=[O:28])[N:19]([CH2:29][C:30]2[CH:35]=[CH:34][CH:33]=[CH:32][C:31]=2[F:36])[C:18](=[O:37])[C:17]=1[NH:16][C:15](=[O:38])[CH2:14][C:11]1[CH:10]=[CH:9][C:8]([NH2:7])=[CH:13][CH:12]=1. The catalyst class is: 12. (2) Reactant: C([O:3][P:4]([CH2:9][CH2:10][C:11]([F:29])([F:28])[C:12]([F:27])([F:26])[C:13]([F:25])([F:24])[C:14]([F:23])([F:22])[C:15]([F:21])([F:20])[C:16]([F:19])([F:18])[F:17])(=[O:8])[O:5]CC)C.Br[Si](C)(C)C.CC#N. Product: [F:29][C:11]([F:28])([C:12]([F:26])([F:27])[C:13]([F:24])([F:25])[C:14]([F:22])([F:23])[C:15]([F:20])([F:21])[C:16]([F:18])([F:17])[F:19])[CH2:10][CH2:9][P:4](=[O:3])([OH:8])[OH:5]. The catalyst class is: 61. (3) Reactant: C([O:4][C:5]1[CH:10]=[CH:9][CH:8]=[CH:7][C:6]=1[C:11]1[N:19]2[C:14]([CH:15]=[N:16][C:17]([NH:20][C:21]3[CH:26]=[C:25]([O:27][CH3:28])[C:24]([O:29][CH3:30])=[C:23]([O:31][CH3:32])[CH:22]=3)=[N:18]2)=[C:13]([CH3:33])[N:12]=1)(=O)C.C1COCC1.O.[Li+].[OH-].Cl. Product: [CH3:33][C:13]1[N:12]=[C:11]([C:6]2[CH:7]=[CH:8][CH:9]=[CH:10][C:5]=2[OH:4])[N:19]2[C:14]=1[CH:15]=[N:16][C:17]([NH:20][C:21]1[CH:22]=[C:23]([O:31][CH3:32])[C:24]([O:29][CH3:30])=[C:25]([O:27][CH3:28])[CH:26]=1)=[N:18]2. The catalyst class is: 238. (4) Reactant: [CH2:1]([OH:19])[CH2:2][CH2:3][CH2:4][CH2:5][CH2:6][CH2:7][CH2:8]/[CH:9]=[CH:10]\[CH2:11][CH2:12][CH2:13][CH2:14][CH2:15][CH2:16][CH2:17][CH3:18].C(N(CC)CC)C.[CH3:27][S:28](Cl)(=[O:30])=[O:29]. Product: [CH3:27][S:28]([O:19][CH2:1][CH2:2][CH2:3][CH2:4][CH2:5][CH2:6][CH2:7][CH2:8]/[CH:9]=[CH:10]\[CH2:11][CH2:12][CH2:13][CH2:14][CH2:15][CH2:16][CH2:17][CH3:18])(=[O:30])=[O:29]. The catalyst class is: 2. (5) Reactant: [F:1][C:2]1[C:3]([NH:13][C:14]2[CH:19]=[CH:18][C:17]([I:20])=[CH:16][C:15]=2[CH3:21])=[C:4]([CH:9]=[CH:10][C:11]=1[F:12])[C:5]([NH:7][NH2:8])=[O:6].[CH:22](OCC)(OCC)OCC.CC1C=CC(S(O)(=O)=O)=CC=1. Product: [F:1][C:2]1[C:11]([F:12])=[CH:10][CH:9]=[C:4]([C:5]2[O:6][CH:22]=[N:8][N:7]=2)[C:3]=1[NH:13][C:14]1[CH:19]=[CH:18][C:17]([I:20])=[CH:16][C:15]=1[CH3:21]. The catalyst class is: 14. (6) Reactant: Cl[C:2]1[C:7]([CH2:8][CH:9]=O)=[C:6]([Cl:11])[N:5]=[CH:4][N:3]=1.[NH2:12][CH:13]1[CH2:16][CH:15]([CH2:17][O:18][C:19](=[O:26])[C:20]2[CH:25]=[CH:24][CH:23]=[CH:22][CH:21]=2)[CH2:14]1.C(N(C(C)C)CC)(C)C. Product: [Cl:11][C:6]1[C:7]2[CH:8]=[CH:9][N:12]([C@@H:13]3[CH2:16][C@H:15]([CH2:17][O:18][C:19](=[O:26])[C:20]4[CH:21]=[CH:22][CH:23]=[CH:24][CH:25]=4)[CH2:14]3)[C:2]=2[N:3]=[CH:4][N:5]=1. The catalyst class is: 8. (7) Reactant: C(N(CC)CC)C.[CH:8]([C:10]1[C:18]2[C:13](=[CH:14][CH:15]=[CH:16][CH:17]=2)[N:12](C(OC(C)(C)C)=O)[CH:11]=1)=[O:9].[F:26][C:27]1[CH:28]=[CH:29][C:30]2[N:31]([CH:33]=[C:34]([CH:36]=[N:37][C:38]3[CH:43]=[CH:42][CH:41]=[C:40]([O:44][CH3:45])[CH:39]=3)[N:35]=2)[CH:32]=1. Product: [F:26][C:27]1[CH:28]=[CH:29][C:30]2[N:31]([CH:33]=[C:34]([CH:36]([NH:37][C:38]3[CH:43]=[CH:42][CH:41]=[C:40]([O:44][CH3:45])[CH:39]=3)[C:8]([C:10]3[C:18]4[C:13](=[CH:14][CH:15]=[CH:16][CH:17]=4)[NH:12][CH:11]=3)=[O:9])[N:35]=2)[CH:32]=1. The catalyst class is: 433. (8) Reactant: Cl.[O:2]1[CH2:8][CH2:7][CH2:6][NH:5][CH2:4][CH2:3]1.[C:9]([C:11]1[CH:18]=[CH:17][C:14]([CH:15]=O)=[CH:13][CH:12]=1)#[CH:10].C(O[BH-](OC(=O)C)OC(=O)C)(=O)C.[Na+].C(=O)([O-])O.[Na+]. Product: [C:9]([C:11]1[CH:18]=[CH:17][C:14]([CH2:15][N:5]2[CH2:6][CH2:7][CH2:8][O:2][CH2:3][CH2:4]2)=[CH:13][CH:12]=1)#[CH:10]. The catalyst class is: 671. (9) Reactant: [C:1](Cl)(=[O:5])[CH:2]([CH3:4])[CH3:3].O[NH:8][C:9]([N:11]1[CH2:16][CH2:15][C:14]2([CH2:19][C:18]3([O:37][C:22]4=[CH:23][N:24]=[C:25]([C:27]5[CH2:28][CH2:29][N:30]([S:33]([CH3:36])(=[O:35])=[O:34])[CH2:31][CH:32]=5)[CH:26]=[C:21]4[CH2:20]3)[CH2:17]2)[CH2:13][CH2:12]1)=[NH:10].C(N(CC)CC)C. Product: [CH:2]([C:1]1[O:5][N:10]=[C:9]([N:11]2[CH2:16][CH2:15][C:14]3([CH2:17][C:18]4([O:37][C:22]5=[CH:23][N:24]=[C:25]([C:27]6[CH2:32][CH2:31][N:30]([S:33]([CH3:36])(=[O:34])=[O:35])[CH2:29][CH:28]=6)[CH:26]=[C:21]5[CH2:20]4)[CH2:19]3)[CH2:13][CH2:12]2)[N:8]=1)([CH3:4])[CH3:3]. The catalyst class is: 83.